This data is from Peptide-MHC class II binding affinity with 134,281 pairs from IEDB. The task is: Regression. Given a peptide amino acid sequence and an MHC pseudo amino acid sequence, predict their binding affinity value. This is MHC class II binding data. The peptide sequence is HSLLRTQRLHKFLVC. The binding affinity (normalized) is 0.437. The MHC is DRB1_0701 with pseudo-sequence DRB1_0701.